Predict the product of the given reaction. From a dataset of Forward reaction prediction with 1.9M reactions from USPTO patents (1976-2016). The product is: [CH2:1]([O:8][C:9]1[N:14]=[N:13][C:12]([CH2:15][CH2:16][C:17]2[N:22]=[CH:21][C:20]([CH2:23][N:29]3[CH2:30][CH2:31][CH:26]([OH:25])[CH2:27][CH2:28]3)=[CH:19][CH:18]=2)=[CH:11][CH:10]=1)[C:2]1[CH:3]=[CH:4][CH:5]=[CH:6][CH:7]=1. Given the reactants [CH2:1]([O:8][C:9]1[N:14]=[N:13][C:12]([CH2:15][CH2:16][C:17]2[N:22]=[CH:21][C:20]([CH:23]=O)=[CH:19][CH:18]=2)=[CH:11][CH:10]=1)[C:2]1[CH:7]=[CH:6][CH:5]=[CH:4][CH:3]=1.[OH:25][CH:26]1[CH2:31][CH2:30][NH:29][CH2:28][CH2:27]1.C(O[BH-](OC(=O)C)OC(=O)C)(=O)C, predict the reaction product.